Dataset: Full USPTO retrosynthesis dataset with 1.9M reactions from patents (1976-2016). Task: Predict the reactants needed to synthesize the given product. (1) Given the product [NH2:1][C:2]1[N:7]=[CH:6][NH:5][C:4](=[O:9])[C:3]=1[OH:10], predict the reactants needed to synthesize it. The reactants are: [NH2:1][C:2]1[N:7]=[C:6](C)[NH:5][C:4](=[O:9])[C:3]=1[OH:10].OC1C(=O)NC=NC=1N=NC1C=CC=CC=1. (2) Given the product [NH2:15][CH2:14][C:11]1([C:16]([N:18]2[CH2:19][CH2:20][CH2:21][CH2:22]2)=[O:17])[CH2:12][CH2:13][CH:8]([S:5]([CH2:4][CH:1]2[CH2:3][CH2:2]2)(=[O:6])=[O:7])[CH2:9][CH2:10]1, predict the reactants needed to synthesize it. The reactants are: [CH:1]1([CH2:4][S:5]([CH:8]2[CH2:13][CH2:12][C:11]([C:16]([N:18]3[CH2:22][CH2:21][CH2:20][CH2:19]3)=[O:17])([C:14]#[N:15])[CH2:10][CH2:9]2)(=[O:7])=[O:6])[CH2:3][CH2:2]1. (3) Given the product [CH:1]1[C:9]2[C:8]3[CH2:10][CH2:11][CH2:12][CH2:13][CH2:14][CH2:15][C:7]=3[O:6][C:5]=2[CH:4]=[CH:3][C:2]=1[NH:16][C:17](=[O:22])[CH2:18][CH2:19][CH2:20][CH3:21], predict the reactants needed to synthesize it. The reactants are: [CH:1]1[C:9]2[C:8]3[CH2:10][CH2:11][CH2:12][CH2:13][CH2:14][CH2:15][C:7]=3[O:6][C:5]=2[CH:4]=[CH:3][C:2]=1[NH2:16].[C:17](Cl)(=[O:22])[CH2:18][CH2:19][CH2:20][CH3:21].